This data is from Forward reaction prediction with 1.9M reactions from USPTO patents (1976-2016). The task is: Predict the product of the given reaction. (1) Given the reactants [CH2:1]([O:5][C:6]1[CH:15]=[CH:14][C:13]2[C:8](=[CH:9][CH:10]=[CH:11][CH:12]=2)[C:7]=1[CH:16]=[N:17][OH:18])[CH:2]1O[CH2:3]1.[CH2:19]([O:21][C:22]([CH2:24][CH2:25]CCCOC1C=CC2C(=CC=CC=2)C=1C=O)=[O:23])[CH3:20].[OH-].[Na+].Cl.NO, predict the reaction product. The product is: [CH2:19]([O:21][C:22]([CH2:24][CH2:25][CH2:3][CH2:2][CH2:1][O:5][C:6]1[CH:15]=[CH:14][C:13]2[C:8](=[CH:9][CH:10]=[CH:11][CH:12]=2)[C:7]=1[CH:16]=[N:17][OH:18])=[O:23])[CH3:20]. (2) Given the reactants [F:1][C:2]1([F:14])[CH2:8][CH:7]2[NH:9][CH:3]1[CH2:4][CH:5]([C:10]([O:12]C)=[O:11])[CH2:6]2.Br[CH2:16][C:17]1[NH:22][C:21]([C:23]2[S:24][CH:25]=[CH:26][N:27]=2)=[N:20][C@@H:19]([C:28]2[CH:33]=[CH:32][CH:31]=[C:30]([F:34])[C:29]=2[Cl:35])[C:18]=1[C:36]([O:38][CH2:39][CH3:40])=[O:37], predict the reaction product. The product is: [Cl:35][C:29]1[C:30]([F:34])=[CH:31][CH:32]=[CH:33][C:28]=1[C@H:19]1[C:18]([C:36]([O:38][CH2:39][CH3:40])=[O:37])=[C:17]([CH2:16][N:9]2[CH:3]3[C:2]([F:14])([F:1])[CH2:8][CH:7]2[CH2:6][CH:5]([C:10]([OH:12])=[O:11])[CH2:4]3)[NH:22][C:21]([C:23]2[S:24][CH:25]=[CH:26][N:27]=2)=[N:20]1. (3) Given the reactants [NH2:1][CH2:2][CH2:3][C:4]1[CH:9]=[CH:8][CH:7]=[CH:6][C:5]=1[C:10]1[CH:15]=[CH:14][C:13]([C@H:16]2[C@H:21]([C:22]3[CH:27]=[CH:26][N:25]([CH3:28])[C:24](=[O:29])[CH:23]=3)[CH2:20][CH2:19][N:18]([C:30]([O:32][C:33]([CH3:36])([CH3:35])[CH3:34])=[O:31])[CH2:17]2)=[C:12]([Cl:37])[CH:11]=1.CCN(CC)CC.[CH3:45][O:46][CH2:47][C:48](Cl)=[O:49], predict the reaction product. The product is: [Cl:37][C:12]1[CH:11]=[C:10]([C:5]2[CH:6]=[CH:7][CH:8]=[CH:9][C:4]=2[CH2:3][CH2:2][NH:1][C:48](=[O:49])[CH2:47][O:46][CH3:45])[CH:15]=[CH:14][C:13]=1[C@H:16]1[C@H:21]([C:22]2[CH:27]=[CH:26][N:25]([CH3:28])[C:24](=[O:29])[CH:23]=2)[CH2:20][CH2:19][N:18]([C:30]([O:32][C:33]([CH3:34])([CH3:36])[CH3:35])=[O:31])[CH2:17]1. (4) Given the reactants [CH2:1]([O:3][C:4]1[CH:5]=[CH:6][C:7]([N+:17]([O-])=O)=[C:8]([NH:10][C:11]2[CH:16]=[CH:15][N:14]=[CH:13][CH:12]=2)[CH:9]=1)[CH3:2], predict the reaction product. The product is: [CH2:1]([O:3][C:4]1[CH:9]=[C:8]([NH:10][C:11]2[CH:16]=[CH:15][N:14]=[CH:13][CH:12]=2)[C:7]([NH2:17])=[CH:6][CH:5]=1)[CH3:2]. (5) Given the reactants [F:1][C:2]1[CH:7]=[C:6]([O:8][CH2:9][CH2:10][C@@H:11]2[CH2:13][C@@H:12]2[CH:14]2[CH2:19][CH2:18][N:17]([C:20]3[N:25]=[CH:24][C:23]([O:26][CH3:27])=[CH:22][N:21]=3)[CH2:16][CH2:15]2)[CH:5]=[CH:4][C:3]=1[CH2:28][C:29](O)=[O:30].O.ON1C2C=CC=CC=2N=N1.Cl.[OH:44][CH:45]1[CH2:48][NH:47][CH2:46]1.Cl.C(/N=N/CCCN(C)C)C.C(N(CC)CC)C, predict the reaction product. The product is: [F:1][C:2]1[CH:7]=[C:6]([O:8][CH2:9][CH2:10][C@@H:11]2[CH2:13][C@@H:12]2[CH:14]2[CH2:15][CH2:16][N:17]([C:20]3[N:21]=[CH:22][C:23]([O:26][CH3:27])=[CH:24][N:25]=3)[CH2:18][CH2:19]2)[CH:5]=[CH:4][C:3]=1[CH2:28][C:29]([N:47]1[CH2:48][CH:45]([OH:44])[CH2:46]1)=[O:30]. (6) Given the reactants C(O)(C(F)(F)F)=O.C(Cl)Cl.C([O:15][C:16]([CH:18]1[CH2:23][CH2:22][N:21]([C:24]2[N:29]=[C:28]([CH2:30][N:31]3[CH2:35][CH2:34][CH2:33][C:32]3=[O:36])[C:27]([C:37]([C:39]([CH2:54][CH3:55])(C(OC(C)(C)C)=O)C(OC(C)(C)C)=O)=[O:38])=[CH:26][C:25]=2[F:56])[CH2:20][CH2:19]1)=[O:17])(C)(C)C, predict the reaction product. The product is: [C:37]([C:27]1[CH:26]=[C:25]([F:56])[C:24]([N:21]2[CH2:20][CH2:19][CH:18]([C:16]([OH:17])=[O:15])[CH2:23][CH2:22]2)=[N:29][C:28]=1[CH2:30][N:31]1[CH2:35][CH2:34][CH2:33][C:32]1=[O:36])(=[O:38])[CH2:39][CH2:54][CH3:55]. (7) Given the reactants C([Li])CCC.[CH2:6]([C:8]1[CH:13]=[CH:12][C:11]([O:14][CH3:15])=[CH:10][CH:9]=1)[CH3:7].CN(C)CCN(C)C.[C:24](=[O:26])=[O:25].[OH-].[Na+], predict the reaction product. The product is: [CH2:6]([C:8]1[CH:9]=[CH:10][C:11]([O:14][CH3:15])=[C:12]([CH:13]=1)[C:24]([OH:26])=[O:25])[CH3:7]. (8) Given the reactants [Cl:1][C:2]1[CH:7]=[CH:6][C:5]([CH:8](O)[CH3:9])=[CH:4][CH:3]=1.P(Br)(Br)[Br:12].C(=O)([O-])O.[Na+], predict the reaction product. The product is: [Br:12][CH:8]([C:5]1[CH:6]=[CH:7][C:2]([Cl:1])=[CH:3][CH:4]=1)[CH3:9]. (9) Given the reactants [CH:1]1([N:5]2[CH2:11][CH2:10][CH2:9][N:8]([C:12]([CH:14]3[CH2:17][N:16]([C:18]([O:20]C4C=CC([N+]([O-])=O)=CC=4)=O)[CH2:15]3)=[O:13])[CH2:7][CH2:6]2)[CH2:4][CH2:3][CH2:2]1.[CH2:30]1[C:39]2[C:34](=[CH:35][CH:36]=[CH:37][CH:38]=2)[CH2:33][CH2:32][NH:31]1.CCN(C(C)C)C(C)C.C(O)(C)C, predict the reaction product. The product is: [CH:1]1([N:5]2[CH2:11][CH2:10][CH2:9][N:8]([C:12]([CH:14]3[CH2:15][N:16]([C:18]([N:31]4[CH2:32][CH2:33][C:34]5[C:39](=[CH:38][CH:37]=[CH:36][CH:35]=5)[CH2:30]4)=[O:20])[CH2:17]3)=[O:13])[CH2:7][CH2:6]2)[CH2:2][CH2:3][CH2:4]1.